Dataset: Reaction yield outcomes from USPTO patents with 853,638 reactions. Task: Predict the reaction yield, written as a fraction of the theoretical maximum amount of product (1.0 means a 100% yield; for example, 0.34 means a 34% yield). (1) The reactants are [CH3:1][O:2][C:3]1[CH:4]=[C:5]([C:13]2[O:21][C:20]3[C:15](=[N:16][CH:17]=[CH:18][C:19]=3[C:22]3[CH:23]=[C:24]([CH:28]=[CH:29][CH:30]=3)[C:25]([OH:27])=O)[CH:14]=2)[CH:6]=[C:7]([O:11][CH3:12])[C:8]=1[O:9][CH3:10].[CH3:31][O:32][CH2:33][CH2:34][NH2:35]. No catalyst specified. The product is [CH3:31][O:32][CH2:33][CH2:34][NH:35][C:25](=[O:27])[C:24]1[CH:28]=[CH:29][CH:30]=[C:22]([C:19]2[CH:18]=[CH:17][N:16]=[C:15]3[CH:14]=[C:13]([C:5]4[CH:6]=[C:7]([O:11][CH3:12])[C:8]([O:9][CH3:10])=[C:3]([O:2][CH3:1])[CH:4]=4)[O:21][C:20]=23)[CH:23]=1. The yield is 0.620. (2) The reactants are [ClH:1].[CH:2]1([NH:5][C:6](=[O:25])[CH:7]([OH:24])[CH:8]([NH:16]C(=O)OC(C)(C)C)[CH2:9][C:10]2[CH:15]=[CH:14][CH:13]=[CH:12][CH:11]=2)[CH2:4][CH2:3]1.COC(C)(C)C. The catalyst is C(Cl)Cl. The product is [ClH:1].[NH2:16][CH:8]([CH2:9][C:10]1[CH:15]=[CH:14][CH:13]=[CH:12][CH:11]=1)[CH:7]([OH:24])[C:6]([NH:5][CH:2]1[CH2:4][CH2:3]1)=[O:25]. The yield is 0.960.